Dataset: Forward reaction prediction with 1.9M reactions from USPTO patents (1976-2016). Task: Predict the product of the given reaction. (1) Given the reactants Cl[C:2]1[CH:3]=[N:4][CH:5]=[C:6]([O:8][CH2:9][CH3:10])[CH:7]=1.[CH:11]12[CH2:18][NH:17][CH2:16][CH:15]1[CH2:14][NH:13][CH2:12]2.CC(C)([O-])C.[K+], predict the reaction product. The product is: [CH2:9]([O:8][C:6]1[CH:7]=[C:2]([N:13]2[CH2:14][CH:15]3[CH:11]([CH2:18][NH:17][CH2:16]3)[CH2:12]2)[CH:3]=[N:4][CH:5]=1)[CH3:10]. (2) Given the reactants [C-:1]#[N:2].[Na+].CS(C)=O.Br[CH2:9][CH2:10][CH2:11][CH2:12][C:13]([O:15][CH3:16])=[O:14], predict the reaction product. The product is: [C:1]([CH2:9][CH2:10][CH2:11][CH2:12][C:13]([O:15][CH3:16])=[O:14])#[N:2]. (3) Given the reactants [CH2:1]([O:3][C:4](=[O:16])[CH2:5][CH2:6][NH:7][CH2:8][C:9]1[CH:14]=[CH:13][C:12]([F:15])=[CH:11][CH:10]=1)[CH3:2].C[Si]([N-][Si](C)(C)C)(C)C.[K+].[C:27]1([CH3:33])[CH:32]=CC=[CH:29][CH:28]=1.BrCC=C(C)C, predict the reaction product. The product is: [CH2:1]([O:3][C:4](=[O:16])[CH:5]([CH2:6][NH:7][CH2:8][C:9]1[CH:14]=[CH:13][C:12]([F:15])=[CH:11][CH:10]=1)[CH2:29][CH:28]=[C:27]([CH3:33])[CH3:32])[CH3:2]. (4) The product is: [CH3:34][C:2]([CH3:1])([CH3:33])[C:3](=[O:32])[CH2:4][O:5][C:6]1[CH:11]=[CH:10][C:9]([C:12]([C:17]2[CH:29]=[CH:28][C:20]([O:21][CH2:22][C:23]([OH:25])=[O:24])=[C:19]([CH3:30])[CH:18]=2)([CH2:13][CH3:14])[CH2:15][CH3:16])=[CH:8][C:7]=1[CH3:31]. Given the reactants [CH3:1][C:2]([CH3:34])([CH3:33])[C:3](=[O:32])[CH2:4][O:5][C:6]1[CH:11]=[CH:10][C:9]([C:12]([C:17]2[CH:29]=[CH:28][C:20]([O:21][CH2:22][C:23]([O:25]CC)=[O:24])=[C:19]([CH3:30])[CH:18]=2)([CH2:15][CH3:16])[CH2:13][CH3:14])=[CH:8][C:7]=1[CH3:31].O.O[Li].O, predict the reaction product. (5) Given the reactants [CH3:1][N:2]1[CH:6]=[CH:5][C:4]([NH:7][C:8]2[C:17]3[C:12](=[CH:13][CH:14]=[C:15]([OH:18])[CH:16]=3)[N:11]=[CH:10][N:9]=2)=[N:3]1.[Cl:19][C:20]1[C:21](Cl)=[N:22][CH:23]=[C:24]([CH:35]=1)[C:25]([N:27]([CH2:29][CH2:30][CH2:31][N:32]([CH3:34])[CH3:33])[CH3:28])=[O:26], predict the reaction product. The product is: [Cl:19][C:20]1[C:21]([O:18][C:15]2[CH:16]=[C:17]3[C:12](=[CH:13][CH:14]=2)[N:11]=[CH:10][N:9]=[C:8]3[NH:7][C:4]2[CH:5]=[CH:6][N:2]([CH3:1])[N:3]=2)=[N:22][CH:23]=[C:24]([CH:35]=1)[C:25]([N:27]([CH2:29][CH2:30][CH2:31][N:32]([CH3:34])[CH3:33])[CH3:28])=[O:26]. (6) Given the reactants [CH:1]1([CH2:4][O:5][C:6]2[CH:7]=[C:8]([CH2:12][CH2:13][C:14]3[NH:18][N:17]=[C:16]([NH2:19])[CH:15]=3)[CH:9]=[CH:10][CH:11]=2)[CH2:3][CH2:2]1.C(N(C(C)C)C(C)C)C.[Cl:29][C:30]1[N:35]=[C:34](Cl)[CH:33]=[CH:32][N:31]=1.O, predict the reaction product. The product is: [Cl:29][C:30]1[N:35]=[C:34]([NH:19][C:16]2[CH:15]=[C:14]([CH2:13][CH2:12][C:8]3[CH:9]=[CH:10][CH:11]=[C:6]([O:5][CH2:4][CH:1]4[CH2:3][CH2:2]4)[CH:7]=3)[NH:18][N:17]=2)[CH:33]=[CH:32][N:31]=1. (7) Given the reactants [CH2:1]([C@@H:8]1[CH2:15][CH2:14][CH2:13][NH:12][C:11](=S)[CH2:10][N:9]1[S:17]([C:20]1[CH:25]=[CH:24][CH:23]=[CH:22][C:21]=1[O:26][C:27]([F:30])([F:29])[F:28])(=[O:19])=[O:18])[C:2]1[CH:7]=[CH:6][CH:5]=[CH:4][CH:3]=1.[C:31]([C:35]([NH:37][NH2:38])=O)([F:34])([F:33])[F:32].CC1C=CC(S(O)(=O)=O)=CC=1.O, predict the reaction product. The product is: [CH2:1]([C@@H:8]1[CH2:15][CH2:14][CH2:13][N:12]2[C:35]([C:31]([F:34])([F:33])[F:32])=[N:37][N:38]=[C:11]2[CH2:10][N:9]1[S:17]([C:20]1[CH:25]=[CH:24][CH:23]=[CH:22][C:21]=1[O:26][C:27]([F:30])([F:29])[F:28])(=[O:19])=[O:18])[C:2]1[CH:7]=[CH:6][CH:5]=[CH:4][CH:3]=1. (8) The product is: [F:26][C:27]([F:34])([F:33])[S:28]([O-:31])(=[O:30])=[O:29].[Cl:1][C:2]1[CH:3]=[C:4]([N+:23]([O-:25])=[O:24])[C:5]([S:11][C:12]2[CH:22]=[CH:21][CH:20]=[CH:19][C:13]=2[C:14]([N:16]([CH3:18])[CH3:17])=[O:15])=[CH:6][C:7]=1[N+:8]([CH3:35])([CH3:10])[CH3:9]. Given the reactants [Cl:1][C:2]1[C:7]([N:8]([CH3:10])[CH3:9])=[CH:6][C:5]([S:11][C:12]2[CH:22]=[CH:21][CH:20]=[CH:19][C:13]=2[C:14]([N:16]([CH3:18])[CH3:17])=[O:15])=[C:4]([N+:23]([O-:25])=[O:24])[CH:3]=1.[F:26][C:27]([F:34])([F:33])[S:28]([O:31]C)(=[O:30])=[O:29].[CH2:35](OCC)C, predict the reaction product. (9) Given the reactants C1COCC1.[B:15]1([B:15]2[O:19][C:18]([CH3:21])([CH3:20])[C:17]([CH3:23])([CH3:22])[O:16]2)[O:19][C:18]([CH3:21])([CH3:20])[C:17]([CH3:23])([CH3:22])[O:16]1.[C:24]([O:29][CH2:30][CH2:31][Si:32]([CH3:35])([CH3:34])[CH3:33])(=[O:28])[C:25]#[C:26][CH3:27], predict the reaction product. The product is: [CH3:21][C:18]1([CH3:20])[C:17]([CH3:22])([CH3:23])[O:16][B:15](/[C:26](/[CH3:27])=[CH:25]/[C:24]([O:29][CH2:30][CH2:31][Si:32]([CH3:34])([CH3:33])[CH3:35])=[O:28])[O:19]1.